Dataset: TCR-epitope binding with 47,182 pairs between 192 epitopes and 23,139 TCRs. Task: Binary Classification. Given a T-cell receptor sequence (or CDR3 region) and an epitope sequence, predict whether binding occurs between them. (1) The epitope is KLPDDFTGCV. The TCR CDR3 sequence is CASSQGTGNTEAFF. Result: 0 (the TCR does not bind to the epitope). (2) The epitope is EILDITPCSF. The TCR CDR3 sequence is CASSQDAGGYGYTF. Result: 0 (the TCR does not bind to the epitope). (3) The epitope is YLDAYNMMI. The TCR CDR3 sequence is CASSDRDSEKLFF. Result: 0 (the TCR does not bind to the epitope). (4) The epitope is RLRAEAQVK. The TCR CDR3 sequence is CSAPLAGGPNEQFF. Result: 0 (the TCR does not bind to the epitope). (5) The epitope is TPINLVRDL. The TCR CDR3 sequence is CASSQGQGSYEQYF. Result: 1 (the TCR binds to the epitope). (6) The epitope is YIFFASFYY. The TCR CDR3 sequence is CASSPLATDTQYF. Result: 0 (the TCR does not bind to the epitope). (7) The epitope is QASQEVKNW. The TCR CDR3 sequence is CASSLLTLARENTEAFF. Result: 1 (the TCR binds to the epitope).